From a dataset of Catalyst prediction with 721,799 reactions and 888 catalyst types from USPTO. Predict which catalyst facilitates the given reaction. (1) Reactant: [CH3:1][C:2]1[CH:9]=[CH:8][CH:7]=[C:6]([CH3:10])[C:3]=1[CH2:4][OH:5].N(C(OC(C)C)=O)=NC(OC(C)C)=O.O[C:26]1[CH:31]=[CH:30][C:29]([CH2:32][C:33]([O:35][CH2:36][CH3:37])=[O:34])=[CH:28][CH:27]=1.C1(P(C2C=CC=CC=2)C2C=CC=CC=2)C=CC=CC=1. Product: [CH3:1][C:2]1[CH:9]=[CH:8][CH:7]=[C:6]([CH3:10])[C:3]=1[CH2:4][O:5][C:26]1[CH:31]=[CH:30][C:29]([CH2:32][C:33]([O:35][CH2:36][CH3:37])=[O:34])=[CH:28][CH:27]=1. The catalyst class is: 116. (2) Reactant: [C:1]1(=[O:7])[NH:5][C:4](=[O:6])[CH:3]=[CH:2]1.[CH3:8][O:9][C:10]1[CH:15]=[CH:14][C:13]([SH:16])=[CH:12][CH:11]=1. Product: [CH3:8][O:9][C:10]1[CH:15]=[CH:14][C:13]([S:16][CH:2]2[CH2:3][C:4](=[O:6])[NH:5][C:1]2=[O:7])=[CH:12][CH:11]=1. The catalyst class is: 8. (3) Product: [Cl:1][C:2]1[CH:3]=[C:4]2[C:8](=[CH:9][CH:10]=1)[N:7]([CH2:14][C:15]1[C:16]([F:21])=[N:17][CH:18]=[CH:19][CH:20]=1)[CH:6]=[CH:5]2. The catalyst class is: 3. Reactant: [Cl:1][C:2]1[CH:3]=[C:4]2[C:8](=[CH:9][CH:10]=1)[NH:7][CH:6]=[CH:5]2.[H-].[Na+].Cl[CH2:14][C:15]1[C:16]([F:21])=[N:17][CH:18]=[CH:19][CH:20]=1. (4) Reactant: [N:1]12[CH2:9][CH2:8][CH:5]([CH2:6][CH2:7]1)[N:4]([C:10]1[N:15]=[CH:14][C:13]([NH2:16])=[CH:12][N:11]=1)[CH2:3][CH2:2]2.[O:17]([C:24]1[CH:32]=[CH:31][CH:30]=[CH:29][C:25]=1[C:26]([Cl:28])=[O:27])[C:18]1[CH:23]=[CH:22][CH:21]=[CH:20][CH:19]=1. Product: [ClH:28].[N:1]12[CH2:7][CH2:6][CH:5]([CH2:8][CH2:9]1)[N:4]([C:10]1[N:15]=[CH:14][C:13]([NH:16][C:26](=[O:27])[C:25]3[CH:29]=[CH:30][CH:31]=[CH:32][C:24]=3[O:17][C:18]3[CH:23]=[CH:22][CH:21]=[CH:20][CH:19]=3)=[CH:12][N:11]=1)[CH2:3][CH2:2]2. The catalyst class is: 63. (5) Reactant: [OH:1][CH2:2][CH:3]1[CH2:9][CH2:8][CH2:7][N:6]([C:10]([O:12][CH2:13][C:14]2[CH:19]=[CH:18][CH:17]=[CH:16][CH:15]=2)=[O:11])[CH2:5][CH2:4]1.C(N(CC)CC)C.[S:27](Cl)([C:30]1[CH:36]=[CH:35][C:33]([CH3:34])=[CH:32][CH:31]=1)(=[O:29])=[O:28].C(OCC)(=O)C.CCCCCC. Product: [S:27]([O:1][CH2:2][CH:3]1[CH2:9][CH2:8][CH2:7][N:6]([C:10]([O:12][CH2:13][C:14]2[CH:15]=[CH:16][CH:17]=[CH:18][CH:19]=2)=[O:11])[CH2:5][CH2:4]1)([C:30]1[CH:36]=[CH:35][C:33]([CH3:34])=[CH:32][CH:31]=1)(=[O:29])=[O:28]. The catalyst class is: 4. (6) Reactant: [NH2:1][C@@H:2]([CH2:33][C:34]1[CH:39]=[CH:38][CH:37]=[CH:36][CH:35]=1)[C@@H:3]([OH:32])[CH2:4][C@@H:5]([NH:19][C:20]([C@@H:22]([NH:27][C:28](=[O:31])[O:29][CH3:30])[C:23]([CH3:26])([CH3:25])[CH3:24])=[O:21])[CH2:6][C:7]1[CH:12]=[CH:11][C:10]([C:13]2[CH:18]=[CH:17][CH:16]=[CH:15][N:14]=2)=[CH:9][CH:8]=1.[O:40]=[C:41]1[N:45]([CH2:46][C:47]2[N:48]=[C:49]([C:52]3[CH:53]=[N:54][CH:55]=[CH:56][CH:57]=3)[S:50][CH:51]=2)[C:44](=[O:58])[CH2:43][N:42]1[C@@H:59]([C@@H:63]([CH3:66])[CH2:64][CH3:65])[C:60](O)=[O:61].CCOP(ON1N=NC2C=CC=CC=2C1=O)(OCC)=O.C(N(CC)C(C)C)(C)C. Product: [O:40]=[C:41]1[N:45]([CH2:46][C:47]2[N:48]=[C:49]([C:52]3[CH:53]=[N:54][CH:55]=[CH:56][CH:57]=3)[S:50][CH:51]=2)[C:44](=[O:58])[CH2:43][N:42]1[C@@H:59]([CH:63]([CH3:66])[CH2:64][CH3:65])[C:60]([NH:1][C@@H:2]([CH2:33][C:34]1[CH:35]=[CH:36][CH:37]=[CH:38][CH:39]=1)[C@@H:3]([OH:32])[CH2:4][C@@H:5]([NH:19][C:20]([C@@H:22]([NH:27][C:28](=[O:31])[O:29][CH3:30])[C:23]([CH3:26])([CH3:25])[CH3:24])=[O:21])[CH2:6][C:7]1[CH:12]=[CH:11][C:10]([C:13]2[CH:18]=[CH:17][CH:16]=[CH:15][N:14]=2)=[CH:9][CH:8]=1)=[O:61]. The catalyst class is: 1. (7) Reactant: [CH:1]12[O:8][CH:5]([CH2:6][CH2:7]1)[CH2:4][N:3]([C:9]1[N:14]=[C:13]([Cl:15])[N:12]=[C:11]([NH:16][CH:17]([CH3:19])[CH3:18])[C:10]=1[NH2:20])[CH2:2]2.[CH3:21][N:22]([CH3:28])[CH2:23][CH2:24][C:25]([O-])=[O:26].CN(C)CCC(O)=O.C(OC1C=CC2C(=CC=CC=2)N1C(OCC(C)C)=O)C(C)C. Product: [CH:1]12[O:8][CH:5]([CH2:6][CH2:7]1)[CH2:4][N:3]([C:9]1[C:10]([NH:20][C:25](=[O:26])[CH2:24][CH2:23][N:22]([CH3:28])[CH3:21])=[C:11]([NH:16][CH:17]([CH3:18])[CH3:19])[N:12]=[C:13]([Cl:15])[N:14]=1)[CH2:2]2. The catalyst class is: 9.